Dataset: Forward reaction prediction with 1.9M reactions from USPTO patents (1976-2016). Task: Predict the product of the given reaction. (1) Given the reactants [NH2:1][C:2]1[N:7]=[CH:6][N:5]=[C:4]2[N:8]([CH:27]([CH3:29])[CH3:28])[N:9]=[C:10]([C:11]3[CH:16]=[CH:15][C:14]([NH:17]C(=O)OC(C)(C)C)=[C:13]([O:25]C)[CH:12]=3)[C:3]=12.B(Br)(Br)Br, predict the reaction product. The product is: [NH2:17][C:14]1[CH:15]=[CH:16][C:11]([C:10]2[C:3]3[C:4](=[N:5][CH:6]=[N:7][C:2]=3[NH2:1])[N:8]([CH:27]([CH3:28])[CH3:29])[N:9]=2)=[CH:12][C:13]=1[OH:25]. (2) Given the reactants [C:1]([O:5][C:6]([C:8]([CH3:43])([CH3:42])[CH2:9][O:10][C:11]([N:13]1[C:22]2[C:17](=[CH:18][C:19]([C:23]([F:26])([F:25])[F:24])=[CH:20][CH:21]=2)[C@@H:16]([NH:27][C:28]2[CH:33]=[CH:32][C:31]([N:34]3[CH2:39][CH2:38][O:37][CH2:36][CH2:35]3)=[CH:30][N:29]=2)[CH2:15][C@H:14]1[CH2:40][CH3:41])=[O:12])=[O:7])([CH3:4])([CH3:3])[CH3:2].[F:44][C:45]([F:59])([F:58])[C:46]1[CH:47]=[C:48]([CH:51]=[C:52]([C:54]([F:57])([F:56])[F:55])[CH:53]=1)[CH2:49]Br.Cl.C(OCC)(=O)C, predict the reaction product. The product is: [C:1]([O:5][C:6]([C:8]([CH3:42])([CH3:43])[CH2:9][O:10][C:11]([N:13]1[C:22]2[C:17](=[CH:18][C:19]([C:23]([F:25])([F:24])[F:26])=[CH:20][CH:21]=2)[C@@H:16]([N:27]([CH2:49][C:48]2[CH:51]=[C:52]([C:54]([F:56])([F:57])[F:55])[CH:53]=[C:46]([C:45]([F:44])([F:58])[F:59])[CH:47]=2)[C:28]2[CH:33]=[CH:32][C:31]([N:34]3[CH2:35][CH2:36][O:37][CH2:38][CH2:39]3)=[CH:30][N:29]=2)[CH2:15][C@H:14]1[CH2:40][CH3:41])=[O:12])=[O:7])([CH3:4])([CH3:3])[CH3:2]. (3) Given the reactants [F:1][C:2]1[CH:7]=[CH:6][C:5]([C:8]2[CH:13]=[CH:12][C:11]([C:14]([F:17])([F:16])[F:15])=[CH:10][CH:9]=2)=[CH:4][C:3]=1[CH2:18][NH2:19].[F:20][C:21]1[CH:26]=[CH:25][C:24]([S:27]([N:30]([CH2:32][C:33](O)=[O:34])[CH3:31])(=[O:29])=[O:28])=[CH:23][CH:22]=1.CN(C(ON1N=NC2C=CC=NC1=2)=[N+](C)C)C.F[P-](F)(F)(F)(F)F.C(N(CC)C(C)C)(C)C.OS([O-])(=O)=O.[K+], predict the reaction product. The product is: [F:20][C:21]1[CH:22]=[CH:23][C:24]([S:27]([N:30]([CH3:31])[CH2:32][C:33]([NH:19][CH2:18][C:3]2[CH:4]=[C:5]([C:8]3[CH:9]=[CH:10][C:11]([C:14]([F:16])([F:17])[F:15])=[CH:12][CH:13]=3)[CH:6]=[CH:7][C:2]=2[F:1])=[O:34])(=[O:28])=[O:29])=[CH:25][CH:26]=1.